Dataset: Forward reaction prediction with 1.9M reactions from USPTO patents (1976-2016). Task: Predict the product of the given reaction. (1) Given the reactants [CH:1]1([CH2:7][O:8][C:9]2[C:18]([CH:19]3[CH2:21][CH2:20]3)=[CH:17][C:12]3[C:13]([NH2:16])=[N:14][O:15][C:11]=3[CH:10]=2)[CH2:6][CH2:5][CH2:4][CH2:3][CH2:2]1.C(N(CC)CC)C.[CH3:29][S:30](Cl)(=[O:32])=[O:31], predict the reaction product. The product is: [CH:1]1([CH2:7][O:8][C:9]2[C:18]([CH:19]3[CH2:21][CH2:20]3)=[CH:17][C:12]3[C:13]([NH:16][S:30]([CH3:29])(=[O:32])=[O:31])=[N:14][O:15][C:11]=3[CH:10]=2)[CH2:2][CH2:3][CH2:4][CH2:5][CH2:6]1. (2) Given the reactants [OH:1][C:2]1[CH:15]=[CH:14][C:5]2[C:6]([CH2:9][C:10]([O:12][CH3:13])=[O:11])=[CH:7][O:8][C:4]=2[CH:3]=1.Cl[CH2:17][C:18]1[CH:23]=[CH:22][C:21]([O:24][CH2:25][CH3:26])=[CH:20][CH:19]=1.C(=O)([O-])[O-].[K+].[K+].O, predict the reaction product. The product is: [CH2:25]([O:24][C:21]1[CH:22]=[CH:23][C:18]([CH2:17][O:1][C:2]2[CH:15]=[CH:14][C:5]3[C:6]([CH2:9][C:10]([O:12][CH3:13])=[O:11])=[CH:7][O:8][C:4]=3[CH:3]=2)=[CH:19][CH:20]=1)[CH3:26]. (3) Given the reactants [C:1]([O:4][C@@H:5]1[C@@H:11]([O:12][C:13](=[O:15])[CH3:14])[C@H:10]([O:16][C:17](=[O:19])[CH3:18])[C@@H:9]([CH2:20][O:21][C:22](=[O:24])[CH3:23])[O:8][CH:6]1[OH:7])(=[O:3])[CH3:2].C1CCN2C(=NCCC2)CC1.C([O:43][C:44]([CH2:46][CH2:47][CH2:48][CH2:49]COS(C1C=CC(C)=CC=1)(=O)=O)=[O:45])C1C=CC=CC=1.COC(C)(C)C, predict the reaction product. The product is: [C:1]([O:4][C@@H:5]1[C@@H:11]([O:12][C:13](=[O:15])[CH3:14])[C@H:10]([O:16][C:17](=[O:19])[CH3:18])[C@@H:9]([CH2:20][O:21][C:22](=[O:24])[CH3:23])[O:8][CH:6]1[O:7][CH2:49][CH2:48][CH2:47][CH2:46][C:44]([OH:45])=[O:43])(=[O:3])[CH3:2].